From a dataset of Full USPTO retrosynthesis dataset with 1.9M reactions from patents (1976-2016). Predict the reactants needed to synthesize the given product. (1) Given the product [C:1]([O:9][CH:10]1[CH2:13][N:12]([C:14]2[O:15][CH:16]=[C:17]([C:19]([O:21][CH3:22])=[O:20])[N:18]=2)[CH2:11]1)(=[O:8])[C:2]1[CH:7]=[CH:6][CH:5]=[CH:4][CH:3]=1, predict the reactants needed to synthesize it. The reactants are: [C:1]([O:9][CH:10]1[CH2:13][N:12]([C:14]2[O:15][CH2:16][CH:17]([C:19]([O:21][CH3:22])=[O:20])[N:18]=2)[CH2:11]1)(=[O:8])[C:2]1[CH:7]=[CH:6][CH:5]=[CH:4][CH:3]=1.C(#N)C. (2) Given the product [O:41]1[CH:42]=[CH:43][C:39]([C@H:16]([C:17]2[CH:18]=[CH:19][C:20]([O:23][CH2:24][CH:25]([O:28][C:29]3[CH:30]=[CH:31][C:32]([C:35]([F:36])([F:37])[F:38])=[CH:33][CH:34]=3)[CH2:26][CH3:27])=[CH:21][CH:22]=2)[CH2:15][C:14]([OH:44])=[O:45])=[N:40]1, predict the reactants needed to synthesize it. The reactants are: C([C@H]1COC(=O)N1[C:14](=[O:44])[CH2:15][C@H:16]([C:39]1[CH:43]=[CH:42][O:41][N:40]=1)[C:17]1[CH:22]=[CH:21][C:20]([O:23][CH2:24][CH:25]([O:28][C:29]2[CH:34]=[CH:33][C:32]([C:35]([F:38])([F:37])[F:36])=[CH:31][CH:30]=2)[CH2:26][CH3:27])=[CH:19][CH:18]=1)C1C=CC=CC=1.[OH:45]O.[OH-].[Li+].Cl. (3) Given the product [CH:5]1[C:4]2[C:9](=[N:10][C:11]3[C:16]([C:3]=2[CH2:2][P:17](=[O:24])([O:21][CH2:22][CH3:23])[O:18][CH2:19][CH3:20])=[CH:15][CH:14]=[CH:13][CH:12]=3)[CH:8]=[CH:7][CH:6]=1, predict the reactants needed to synthesize it. The reactants are: Br[CH2:2][C:3]1[C:4]2[C:9]([N:10]=[C:11]3[C:16]=1[CH:15]=[CH:14][CH:13]=[CH:12]3)=[CH:8][CH:7]=[CH:6][CH:5]=2.[P:17]([O:24]CC)([O:21][CH2:22][CH3:23])[O:18][CH2:19][CH3:20]. (4) The reactants are: [N+:1]([C:4]1[CH:5]=[CH:6][C:7]2[O:12][C@:11]([CH3:18])([CH:13]([O:16][CH3:17])[O:14][CH3:15])[C@H:10]3[O:19][C@H:9]3[C:8]=2[CH:20]=1)([O-:3])=[O:2].[CH3:21][C:22]1[C:27]([CH3:28])=[CH:26][CH:25]=[CH:24][C:23]=1[NH:29][CH2:30][C:31]1[NH:32][CH:33]=[CH:34][N:35]=1. Given the product [N+:1]([C:4]1[CH:5]=[CH:6][C:7]2[O:12][C@:11]([CH3:18])([CH:13]([O:16][CH3:17])[O:14][CH3:15])[C@@H:10]([OH:19])[C@H:9]([N:29]([C:23]3[CH:24]=[CH:25][CH:26]=[C:27]([CH3:28])[C:22]=3[CH3:21])[CH2:30][C:31]3[NH:35][CH:34]=[CH:33][N:32]=3)[C:8]=2[CH:20]=1)([O-:3])=[O:2], predict the reactants needed to synthesize it. (5) Given the product [Cl:1][C:2]1[CH:7]=[C:6]([C:26]2[CH:25]=[N:24][C:23]([Cl:22])=[CH:28][CH:27]=2)[CH:5]=[CH:4][C:3]=1[S:12][CH:13]1[CH2:19][CH:18]2[N:20]([CH3:21])[CH:15]([CH2:16][CH2:17]2)[CH2:14]1, predict the reactants needed to synthesize it. The reactants are: [Cl:1][C:2]1[CH:7]=[C:6]([Sn](C)(C)C)[CH:5]=[CH:4][C:3]=1[S:12][CH:13]1[CH2:19][CH:18]2[N:20]([CH3:21])[CH:15]([CH2:16][CH2:17]2)[CH2:14]1.[Cl:22][C:23]1[CH:28]=[CH:27][C:26](Br)=[CH:25][N:24]=1.[Cl-].[Li+]. (6) Given the product [CH2:2]([O:6][CH2:7][CH:8]1[CH2:9][CH2:10][C:11](=[O:12])[CH2:16][CH2:17]1)[C:3]#[C:4][CH3:5], predict the reactants needed to synthesize it. The reactants are: Cl.[CH2:2]([O:6][CH2:7][CH:8]1[CH2:17][CH2:16][C:11]2(OCC[O:12]2)[CH2:10][CH2:9]1)[C:3]#[C:4][CH3:5]. (7) Given the product [CH3:1][C:2]1[CH:3]=[C:4]([NH:8][C:9]2[S:10][C:11]([C:20]([OH:22])=[O:21])=[C:12]([C:14]3[CH:19]=[CH:18][N:17]=[CH:16][CH:15]=3)[N:13]=2)[CH:5]=[CH:6][CH:7]=1, predict the reactants needed to synthesize it. The reactants are: [CH3:1][C:2]1[CH:3]=[C:4]([NH:8][C:9]2[S:10][C:11]([C:20]([O:22]CC)=[O:21])=[C:12]([C:14]3[CH:19]=[CH:18][N:17]=[CH:16][CH:15]=3)[N:13]=2)[CH:5]=[CH:6][CH:7]=1.[OH-].[Na+]. (8) Given the product [Cl:1][C:2]1[CH:3]=[C:4]([NH:5][C:14]([CH3:16])([C:13]([O:12][CH2:10][CH3:11])=[O:18])[CH3:15])[CH:6]=[CH:7][C:8]=1[Cl:9], predict the reactants needed to synthesize it. The reactants are: [Cl:1][C:2]1[CH:3]=[C:4]([CH:6]=[CH:7][C:8]=1[Cl:9])[NH2:5].[CH2:10]([O:12][C:13](=[O:18])[C:14](Br)([CH3:16])[CH3:15])[CH3:11].C(N(C(C)C)CC)(C)C. (9) Given the product [NH2:1][C:4]1[CH:5]=[N:6][N:7]([CH:9]2[CH2:15][CH2:14][CH2:13][N:12]([C:16]([O:18][C:19]([CH3:22])([CH3:21])[CH3:20])=[O:17])[CH2:11][CH2:10]2)[CH:8]=1, predict the reactants needed to synthesize it. The reactants are: [N+:1]([C:4]1[CH:5]=[N:6][N:7]([CH:9]2[CH2:15][CH2:14][CH2:13][N:12]([C:16]([O:18][C:19]([CH3:22])([CH3:21])[CH3:20])=[O:17])[CH2:11][CH2:10]2)[CH:8]=1)([O-])=O. (10) Given the product [NH2:1][C@H:2]([C:47](=[O:82])[NH:48][CH2:49][CH2:50][CH2:51][CH2:52][C@@H:53]([C:75]([OH:77])=[O:76])[NH:54][C:55](=[O:74])[NH:56][C@H:57]([C:67]([OH:69])=[O:68])[CH2:58][CH2:59][C:60]([OH:62])=[O:61])[CH2:3][CH2:4][CH2:5][CH2:6][NH:7][C:8](=[O:46])[CH2:9][N:10]1[CH2:11][CH2:12][N:13]([CH2:38][C:39]([OH:41])=[O:40])[CH2:14][CH2:15][N:16]([CH2:30][C:31]([OH:37])=[O:32])[CH2:17][CH2:18][N:19]([CH2:22][C:23]([OH:29])=[O:24])[CH2:20][CH2:21]1, predict the reactants needed to synthesize it. The reactants are: [NH2:1][C@@H:2]([C:47](=[O:82])[NH:48][CH2:49][CH2:50][CH2:51][CH2:52][C@@H:53]([C:75]([O:77]C(C)(C)C)=[O:76])[NH:54][C:55](=[O:74])[NH:56][C@H:57]([C:67]([O:69]C(C)(C)C)=[O:68])[CH2:58][CH2:59][C:60]([O:62]C(C)(C)C)=[O:61])[CH2:3][CH2:4][CH2:5][CH2:6][NH:7][C:8](=[O:46])[CH2:9][N:10]1[CH2:21][CH2:20][N:19]([CH2:22][C:23](=[O:29])[O:24]C(C)(C)C)[CH2:18][CH2:17][N:16]([CH2:30][C:31](=[O:37])[O:32]C(C)(C)C)[CH2:15][CH2:14][N:13]([CH2:38][C:39]([O:41]C(C)(C)C)=[O:40])[CH2:12][CH2:11]1.